This data is from CYP1A2 inhibition data for predicting drug metabolism from PubChem BioAssay. The task is: Regression/Classification. Given a drug SMILES string, predict its absorption, distribution, metabolism, or excretion properties. Task type varies by dataset: regression for continuous measurements (e.g., permeability, clearance, half-life) or binary classification for categorical outcomes (e.g., BBB penetration, CYP inhibition). Dataset: cyp1a2_veith. (1) The drug is COc1ncc2nc(-c3ccc(F)cc3)c(=O)n(Cc3cccs3)c2n1. The result is 1 (inhibitor). (2) The compound is Cc1c(C(=O)NC2CCCc3ccccc32)oc2ccc(S(=O)(=O)N3CCOCC3)cc12. The result is 0 (non-inhibitor). (3) The molecule is Fc1cccc(C2NC(=S)NC3=C2N2CCC3CC2)c1. The result is 0 (non-inhibitor). (4) The drug is COCCCNC(=O)C1CCN(S(=O)(=O)N(CC(C)C)CC(C)C)CC1. The result is 0 (non-inhibitor). (5) The drug is O=C(Cn1c(-c2cscn2)nc2ccccc21)Nc1cc(F)ccc1F. The result is 1 (inhibitor). (6) The drug is Cc1ccccc1OCCNc1ccc(C(F)(F)F)cc1[N+](=O)[O-]. The result is 1 (inhibitor). (7) The compound is COC(=O)C(C)Sc1nc2c(cnn2-c2ccc(C)cc2)c(=O)[nH]1. The result is 1 (inhibitor). (8) The drug is O=C1c2ccccc2C(=O)N1CC(=O)N1c2ccccc2CCc2ccccc21. The result is 0 (non-inhibitor).